Dataset: Reaction yield outcomes from USPTO patents with 853,638 reactions. Task: Predict the reaction yield, written as a fraction of the theoretical maximum amount of product (1.0 means a 100% yield; for example, 0.34 means a 34% yield). (1) The reactants are [CH3:1][O:2][C:3]1[CH:4]=[C:5]2[C:10](=[CH:11][CH:12]=1)[C:9]([CH2:13][CH2:14][CH2:15][CH2:16][CH2:17][CH2:18][CH2:19][C:20]([CH2:27][CH2:28][CH2:29][C:30]([F:36])([F:35])[C:31]([F:34])([F:33])[F:32])(C(O)=O)[C:21]([OH:23])=[O:22])=[C:8]([C:37]1[CH:42]=[CH:41][C:40]([O:43][CH3:44])=[CH:39][CH:38]=1)[CH:7]=[CH:6]2.O. The catalyst is CS(C)=O. The product is [CH3:1][O:2][C:3]1[CH:4]=[C:5]2[C:10](=[CH:11][CH:12]=1)[C:9]([CH2:13][CH2:14][CH2:15][CH2:16][CH2:17][CH2:18][CH2:19][CH:20]([CH2:27][CH2:28][CH2:29][C:30]([F:36])([F:35])[C:31]([F:34])([F:33])[F:32])[C:21]([OH:23])=[O:22])=[C:8]([C:37]1[CH:42]=[CH:41][C:40]([O:43][CH3:44])=[CH:39][CH:38]=1)[CH:7]=[CH:6]2. The yield is 0.940. (2) The reactants are [CH3:1][Si:2]([CH2:5][O:6][C:7]1[CH:14]=[CH:13][C:10]([CH:11]=O)=[CH:9][CH:8]=1)([CH3:4])[CH3:3].[CH3:15][CH2:16][O:17][C:18]([CH2:20][C:21]([NH2:23])=[O:22])=[O:19].N1CCCCC1.C(O)(=O)C. The catalyst is C1(C)C=CC=CC=1.O. The product is [NH2:23][C:21]([C:20](=[CH:11][C:10]1[CH:13]=[CH:14][C:7]([O:6][CH2:5][Si:2]([CH3:4])([CH3:3])[CH3:1])=[CH:8][CH:9]=1)[C:18]([O:17][CH2:16][CH3:15])=[O:19])=[O:22]. The yield is 0.370. (3) The reactants are [Si:1]([O:18][CH:19]1[CH2:22][CH:21](C(=O)C)[CH2:20]1)([C:14]([CH3:17])([CH3:16])[CH3:15])([C:8]1[CH:13]=[CH:12][CH:11]=[CH:10][CH:9]=1)[C:2]1[CH:7]=[CH:6][CH:5]=[CH:4][CH:3]=1.C(=O)(O)[O-].[Na+].ClC1C=CC=[C:34]([C:38]([O:40]O)=[O:39])C=1. The catalyst is ClCCl. The product is [C:38]([O:40][CH:21]1[CH2:20][CH:19]([O:18][Si:1]([C:14]([CH3:16])([CH3:17])[CH3:15])([C:8]2[CH:13]=[CH:12][CH:11]=[CH:10][CH:9]=2)[C:2]2[CH:3]=[CH:4][CH:5]=[CH:6][CH:7]=2)[CH2:22]1)(=[O:39])[CH3:34]. The yield is 0.400. (4) The reactants are [C:1]([O:5][C:6]([NH:8][C@H:9]([C:11]([OH:13])=O)[CH3:10])=[O:7])([CH3:4])([CH3:3])[CH3:2].[CH2:14]([O:21][CH2:22][CH2:23][CH2:24][NH:25][CH2:26][CH2:27][OH:28])[C:15]1[CH:20]=[CH:19][CH:18]=[CH:17][CH:16]=1.C(N(CC)C(C)C)(C)C.ON1C2C=CC=CC=2N=N1.Cl.C(N=C=NCCCN(C)C)C. The catalyst is CN(C)C=O. The product is [C:1]([O:5][C:6](=[O:7])[NH:8][C@H:9]([C:11](=[O:13])[N:25]([CH2:24][CH2:23][CH2:22][O:21][CH2:14][C:15]1[CH:16]=[CH:17][CH:18]=[CH:19][CH:20]=1)[CH2:26][CH2:27][OH:28])[CH3:10])([CH3:2])([CH3:3])[CH3:4]. The yield is 0.670. (5) The reactants are CC([O:4][C:5](=[O:33])[C:6]1[CH:11]=[CH:10][CH:9]=[C:8]([C:12]2[C:21]3[C:16](=[CH:17][C:18]([S:27][CH2:28][CH2:29][CH3:30])=[C:19]4[O:24][C:23]([CH3:26])([CH3:25])[CH2:22][C:20]4=3)[CH2:15][C:14]([CH3:32])([CH3:31])[N:13]=2)[CH:7]=1)C.Cl.[Cl-].[Na+]. The catalyst is CO. The product is [CH3:32][C:14]1([CH3:31])[CH2:15][C:16]2[C:21](=[C:20]3[CH2:22][C:23]([CH3:25])([CH3:26])[O:24][C:19]3=[C:18]([S:27][CH2:28][CH2:29][CH3:30])[CH:17]=2)[C:12]([C:8]2[CH:7]=[C:6]([CH:11]=[CH:10][CH:9]=2)[C:5]([OH:33])=[O:4])=[N:13]1. The yield is 0.170. (6) The reactants are [H-].[Na+].[C:3](OCC)(=O)C(OCC)=O.[Cl:13][C:14]1[CH:15]=[C:16]([CH2:21][C:22]([O:24][CH2:25][CH3:26])=[O:23])[CH:17]=[CH:18][C:19]=1[Cl:20].C=O.C(=O)([O-])[O-].[K+].[K+]. The catalyst is C1(C)C=CC=C(C)C=1.C(O)C. The product is [Cl:13][C:14]1[CH:15]=[C:16]([C:21](=[CH2:3])[C:22]([O:24][CH2:25][CH3:26])=[O:23])[CH:17]=[CH:18][C:19]=1[Cl:20]. The yield is 0.440.